Dataset: Catalyst prediction with 721,799 reactions and 888 catalyst types from USPTO. Task: Predict which catalyst facilitates the given reaction. (1) Reactant: [B:1]([OH:4])([OH:3])[OH:2].[OH:5][CH2:6][C@@H:7]([C@H:9]([C@@H:11]([C@@H:13]([CH2:15][OH:16])[OH:14])[OH:12])[OH:10])[OH:8].[C:17]([NH2:26])(=[O:25])[C:18]1[C:19](=[CH:21][CH:22]=[CH:23][CH:24]=1)[OH:20]. Product: [C:17]([NH2:26])(=[O:25])[C:18]1[C:19](=[CH:21][CH:22]=[CH:23][CH:24]=1)[OH:20].[B:1]([OH:4])([OH:3])[OH:2].[OH:16][CH2:15][C@@H:13]([C@H:11]([C@@H:9]([C@@H:7]([CH2:6][OH:5])[OH:8])[OH:10])[OH:12])[OH:14]. The catalyst class is: 11. (2) Reactant: Br[CH2:2][C:3](=O)[CH3:4].[Cl:6][C:7]1[CH:12]=[CH:11][N:10]=[C:9]([CH3:13])[CH:8]=1. Product: [Cl:6][C:7]1[CH:12]=[CH:11][N:10]2[C:9]([CH:8]=1)=[CH:13][C:3]([CH3:4])=[CH:2]2. The catalyst class is: 10.